From a dataset of Full USPTO retrosynthesis dataset with 1.9M reactions from patents (1976-2016). Predict the reactants needed to synthesize the given product. (1) The reactants are: [CH3:1][O:2][C:3](=[O:21])[C:4]([S:12]([C:15]1[CH:20]=[CH:19][CH:18]=[CH:17][CH:16]=1)(=[O:14])=[O:13])([CH:6]1[CH2:10][CH2:9][C:8](=O)[CH2:7]1)[CH3:5].Cl.[Cl:23][C:24]1[CH:29]=[CH:28][C:27]([NH:30]N)=[CH:26][CH:25]=1.C([O-])(O)=O.[Na+]. Given the product [CH3:1][O:2][C:3](=[O:21])[C:4]([S:12]([C:15]1[CH:20]=[CH:19][CH:18]=[CH:17][CH:16]=1)(=[O:14])=[O:13])([CH:6]1[CH2:10][C:9]2[NH:30][C:27]3[CH:26]=[CH:25][C:24]([Cl:23])=[CH:29][C:28]=3[C:8]=2[CH2:7]1)[CH3:5], predict the reactants needed to synthesize it. (2) Given the product [CH3:1][CH:2]([CH3:14])[CH2:3][CH2:4][N:5]1[C:15](=[O:16])[O:12][C:11](=[O:13])[C:7]2[N:6]1[CH:10]=[CH:9][CH:8]=2, predict the reactants needed to synthesize it. The reactants are: [CH3:1][CH:2]([CH3:14])[CH2:3][CH2:4][NH:5][N:6]1[CH:10]=[CH:9][CH:8]=[C:7]1[C:11]([OH:13])=[O:12].[C:15](=O)([O-])[O-:16].[K+].[K+].C(Cl)(Cl)=O.C(OCC)(=O)C. (3) Given the product [C:31]([CH2:6][C:7]1[C:26]([O:27][CH:28]([CH3:30])[CH3:29])=[CH:25][C:10]2[C:11]([C:21]([NH:22][CH3:23])=[O:24])=[C:12]([C:14]3[CH:19]=[CH:18][C:17]([F:20])=[CH:16][CH:15]=3)[O:13][C:9]=2[CH:8]=1)#[N:32], predict the reactants needed to synthesize it. The reactants are: CS(O[CH2:6][C:7]1[C:26]([O:27][CH:28]([CH3:30])[CH3:29])=[CH:25][C:10]2[C:11]([C:21](=[O:24])[NH:22][CH3:23])=[C:12]([C:14]3[CH:19]=[CH:18][C:17]([F:20])=[CH:16][CH:15]=3)[O:13][C:9]=2[CH:8]=1)(=O)=O.[C-:31]#[N:32].[Na+]. (4) Given the product [F:1][C:2]1[CH:7]=[C:6]([F:8])[CH:5]=[CH:4][C:3]=1[CH2:9][C:10](=[O:12])[CH2:17][C:16]([O:15][CH3:14])=[O:21], predict the reactants needed to synthesize it. The reactants are: [F:1][C:2]1[CH:7]=[C:6]([F:8])[CH:5]=[CH:4][C:3]=1[CH2:9][C:10]([OH:12])=O.[K+].[CH3:14][O:15][C:16](=[O:21])[CH2:17]C([O-])=O. (5) Given the product [K+:27].[NH2:21][C:16]1[CH:15]=[CH:14][C:13]2[C:18](=[CH:19][CH:20]=[C:11]([C:9]([O-:10])=[O:8])[CH:12]=2)[N:17]=1, predict the reactants needed to synthesize it. The reactants are: C([O:8][C:9]([C:11]1[CH:12]=[C:13]2[C:18](=[CH:19][CH:20]=1)[N:17]=[C:16]([NH2:21])[CH:15]=[CH:14]2)=[O:10])C1C=CC=CC=1.CC(O)C.[OH-].[K+:27]. (6) Given the product [CH3:42][C:43]1([CH3:49])[CH2:48][CH2:47][CH2:46][N:45]([CH2:1][CH2:4][C:5]2[CH:6]=[CH:7][C:8]([CH2:9][CH2:10][CH2:11][NH:12][C:13]3[CH:18]=[C:17]([O:19][CH3:20])[C:16]([O:21][CH3:22])=[CH:15][C:14]=3[C@@H:23]3[CH2:32][CH2:31][C:30]4[CH:29]=[C:28]([OH:33])[CH:27]=[CH:26][C:25]=4[CH2:24]3)=[CH:40][CH:41]=2)[CH2:44]1, predict the reactants needed to synthesize it. The reactants are: [C:1]([CH2:4][C:5]1[CH:41]=[CH:40][C:8]([CH2:9][CH2:10][CH2:11][NH:12][C:13]2[CH:18]=[C:17]([O:19][CH3:20])[C:16]([O:21][CH3:22])=[CH:15][C:14]=2[C@@H:23]2[CH2:32][CH2:31][C:30]3[CH:29]=[C:28]([O:33]C(=O)C(C)(C)C)[CH:27]=[CH:26][C:25]=3[CH2:24]2)=[CH:7][CH:6]=1)(O)=O.[CH3:42][C:43]1([CH3:49])[CH2:48][CH2:47][CH2:46][NH:45][CH2:44]1. (7) Given the product [C:1]([C:5]1[CH:23]=[CH:22][C:8]([C:9]([NH:11][C:12]2[N:13]=[C:14]3[CH:19]=[CH:18][C:17]([C:29]#[N:30])=[CH:16][N:15]3[CH:21]=2)=[O:10])=[CH:7][CH:6]=1)([CH3:4])([CH3:3])[CH3:2], predict the reactants needed to synthesize it. The reactants are: [C:1]([C:5]1[CH:23]=[CH:22][C:8]([C:9]([NH:11][C:12]2[N:13]=[C:14]3[CH:19]=[CH:18][C:17](I)=[CH:16][N:15]3[CH:21]=2)=[O:10])=[CH:7][CH:6]=1)([CH3:4])([CH3:3])[CH3:2].C([Mg]Cl)(C)C.[C-:29]#[N:30].O. (8) Given the product [N+:24]([C:27]1[CH:28]=[C:29]([S:33]([NH:1][CH2:2][C:3]2[CH:4]=[C:5]([NH:9][C:10](=[O:16])[O:11][C:12]([CH3:13])([CH3:15])[CH3:14])[CH:6]=[CH:7][CH:8]=2)(=[O:35])=[O:34])[CH:30]=[CH:31][CH:32]=1)([O-:26])=[O:25], predict the reactants needed to synthesize it. The reactants are: [NH2:1][CH2:2][C:3]1[CH:4]=[C:5]([NH:9][C:10](=[O:16])[O:11][C:12]([CH3:15])([CH3:14])[CH3:13])[CH:6]=[CH:7][CH:8]=1.C(N(CC)CC)C.[N+:24]([C:27]1[CH:28]=[C:29]([S:33](Cl)(=[O:35])=[O:34])[CH:30]=[CH:31][CH:32]=1)([O-:26])=[O:25].C([O-])([O-])=O.[Na+].[Na+]. (9) Given the product [CH3:1][S:2][CH2:3][CH2:4][CH2:5][O:6][N:27]1[C:31](=[O:32])[C:30]2[C:29](=[CH:36][CH:35]=[CH:34][CH:33]=2)[C:28]1=[O:37], predict the reactants needed to synthesize it. The reactants are: [CH3:1][S:2][CH2:3][CH2:4][CH2:5][OH:6].C1(P(C2C=CC=CC=2)C2C=CC=CC=2)C=CC=CC=1.O[N:27]1[C:31](=[O:32])[C:30]2=[CH:33][CH:34]=[CH:35][CH:36]=[C:29]2[C:28]1=[O:37].N(C(OC(C)C)=O)=NC(OC(C)C)=O.